Dataset: Human liver microsome stability data. Task: Regression/Classification. Given a drug SMILES string, predict its absorption, distribution, metabolism, or excretion properties. Task type varies by dataset: regression for continuous measurements (e.g., permeability, clearance, half-life) or binary classification for categorical outcomes (e.g., BBB penetration, CYP inhibition). Dataset: hlm. (1) The compound is CCOc1cc(NC(=O)C2(NC(=O)c3ccc4c(C5CCCC5)c(-c5ncc(Cl)cn5)n(C)c4c3)CCC2)ccc1C=CC(=O)OCCN1CCOCC1. The result is 0 (unstable in human liver microsomes). (2) The molecule is [2H]C([2H])([2H])N1CCN(Cc2ccc(C(=O)Nc3ccc(C)c(Nc4nccc(-c5cccnc5)n4)c3)cc2)CC1. The result is 1 (stable in human liver microsomes). (3) The molecule is CCCCc1ccc(-c2nc(CNC3CC(C)CC(C)(C)C3)co2)cc1. The result is 0 (unstable in human liver microsomes). (4) The drug is CC(N)C1(c2ccc(OC(F)(F)F)cc2)CCCCC1. The result is 0 (unstable in human liver microsomes). (5) The compound is CNCC#Cc1cccnc1. The result is 0 (unstable in human liver microsomes). (6) The result is 0 (unstable in human liver microsomes). The compound is NC(=O)c1cccc([C@H]2C[C@H]3CC[C@@H](C2)N3CCN(CC2CCC2)C(=O)CO)c1.